From a dataset of NCI-60 drug combinations with 297,098 pairs across 59 cell lines. Regression. Given two drug SMILES strings and cell line genomic features, predict the synergy score measuring deviation from expected non-interaction effect. (1) Drug 1: CC1=C2C(C(=O)C3(C(CC4C(C3C(C(C2(C)C)(CC1OC(=O)C(C(C5=CC=CC=C5)NC(=O)C6=CC=CC=C6)O)O)OC(=O)C7=CC=CC=C7)(CO4)OC(=O)C)O)C)OC(=O)C. Drug 2: CCN(CC)CCNC(=O)C1=C(NC(=C1C)C=C2C3=C(C=CC(=C3)F)NC2=O)C. Cell line: T-47D. Synergy scores: CSS=36.4, Synergy_ZIP=4.04, Synergy_Bliss=3.48, Synergy_Loewe=-25.6, Synergy_HSA=1.61. (2) Synergy scores: CSS=28.3, Synergy_ZIP=-11.7, Synergy_Bliss=-12.8, Synergy_Loewe=-12.0, Synergy_HSA=-12.1. Cell line: COLO 205. Drug 2: C#CCC(CC1=CN=C2C(=N1)C(=NC(=N2)N)N)C3=CC=C(C=C3)C(=O)NC(CCC(=O)O)C(=O)O. Drug 1: C1=CC(=CC=C1CCCC(=O)O)N(CCCl)CCCl.